From a dataset of Forward reaction prediction with 1.9M reactions from USPTO patents (1976-2016). Predict the product of the given reaction. (1) Given the reactants [N:1]([C:3]1[C:12]2[C:7](=[CH:8][CH:9]=[CH:10][CH:11]=2)[CH:6]=[CH:5][C:4]=1[OH:13])=O.[CH3:14][N:15]1[C:23]2[C:18](=[CH:19][C:20]([O:24][C:25]([F:28])([F:27])[F:26])=[CH:21][CH:22]=2)[C:17]([CH3:30])([CH3:29])[C:16]1=[CH2:31], predict the reaction product. The product is: [CH3:14][N:15]1[C:16]2([O:13][C:4]3[CH:5]=[CH:6][C:7]4[C:12]([C:3]=3[N:1]=[CH:31]2)=[CH:11][CH:10]=[CH:9][CH:8]=4)[C:17]([CH3:30])([CH3:29])[C:18]2[C:23]1=[CH:22][CH:21]=[C:20]([O:24][C:25]([F:26])([F:27])[F:28])[CH:19]=2. (2) Given the reactants Cl.[NH2:2][CH2:3][C:4]1[CH:9]=[CH:8][C:7]([C:10]2[CH:26]=[CH:25][C:13]([O:14][CH:15]([CH3:24])[CH2:16][NH:17][S:18]([CH:21]([CH3:23])[CH3:22])(=[O:20])=[O:19])=[CH:12][CH:11]=2)=[CH:6][CH:5]=1.C(N(CC)CC)C.[C:34](Cl)(=[O:36])[CH3:35], predict the reaction product. The product is: [CH3:24][CH:15]([O:14][C:13]1[CH:25]=[CH:26][C:10]([C:7]2[CH:6]=[CH:5][C:4]([CH2:3][NH:2][C:34](=[O:36])[CH3:35])=[CH:9][CH:8]=2)=[CH:11][CH:12]=1)[CH2:16][NH:17][S:18]([CH:21]([CH3:22])[CH3:23])(=[O:20])=[O:19]. (3) Given the reactants [N+:1]([C:4]1[CH:9]=[CH:8][C:7]([C:10]2[C:14]([C:15]3[CH:20]=[CH:19][N:18]=[C:17]4[N:21]([S:32]([C:35]5[CH:40]=[CH:39][CH:38]=[CH:37][CH:36]=5)(=[O:34])=[O:33])[C:22]([C:24]5[CH:29]=[CH:28][CH:27]=[C:26]([CH:30]=O)[CH:25]=5)=[CH:23][C:16]=34)=[CH:13][N:12]([CH2:41][CH3:42])[N:11]=2)=[CH:6][CH:5]=1)([O-:3])=[O:2].[CH3:43][NH:44][CH3:45].C(O[BH-](OC(=O)C)OC(=O)C)(=O)C.[Na+], predict the reaction product. The product is: [N+:1]([C:4]1[CH:9]=[CH:8][C:7]([C:10]2[C:14]([C:15]3[CH:20]=[CH:19][N:18]=[C:17]4[N:21]([S:32]([C:35]5[CH:40]=[CH:39][CH:38]=[CH:37][CH:36]=5)(=[O:34])=[O:33])[C:22]([C:24]5[CH:29]=[CH:28][CH:27]=[C:26]([CH2:30][N:44]([CH3:45])[CH3:43])[CH:25]=5)=[CH:23][C:16]=34)=[CH:13][N:12]([CH2:41][CH3:42])[N:11]=2)=[CH:6][CH:5]=1)([O-:3])=[O:2]. (4) The product is: [Br:1][C:2]1[CH:8]=[C:7]([Cl:9])[CH:6]=[CH:5][C:3]=1[NH:4][C:15]1[CH:16]=[CH:17][C:12]([C:10]#[N:11])=[N:13][CH:14]=1. Given the reactants [Br:1][C:2]1[CH:8]=[C:7]([Cl:9])[CH:6]=[CH:5][C:3]=1[NH2:4].[C:10]([C:12]1[CH:17]=[CH:16][C:15](F)=[CH:14][N:13]=1)#[N:11], predict the reaction product. (5) Given the reactants Cl.[Cl:2][C:3]1[N:8]=[C:7]([CH3:9])[N:6]=[C:5]([NH2:10])[C:4]=1[CH2:11][CH2:12][CH:13]1[CH2:18][CH2:17][NH:16][CH2:15][CH2:14]1.C(N(C(C)C)CC)(C)C.F[P-](F)(F)(F)(F)F.CN(C(=[N+](C)C)ON1C2=NC=CC=C2N=N1)C.[C:52]([O:56][C:57]([NH:59][C@@H:60]([CH3:64])[C:61](O)=[O:62])=[O:58])([CH3:55])([CH3:54])[CH3:53], predict the reaction product. The product is: [NH2:10][C:5]1[C:4]([CH2:11][CH2:12][CH:13]2[CH2:18][CH2:17][N:16]([C:61](=[O:62])[C@@H:60]([NH:59][C:57](=[O:58])[O:56][C:52]([CH3:54])([CH3:53])[CH3:55])[CH3:64])[CH2:15][CH2:14]2)=[C:3]([Cl:2])[N:8]=[C:7]([CH3:9])[N:6]=1.